Predict which catalyst facilitates the given reaction. From a dataset of Catalyst prediction with 721,799 reactions and 888 catalyst types from USPTO. (1) Reactant: [CH:1]1[C:13]2[C:12]3[CH2:11][CH2:10][N:9]([C:14]([NH:16][C:17]4[CH:18]=[C:19]([CH:25]=[CH:26][CH:27]=4)[C:20]([O:22]CC)=[O:21])=[O:15])[CH2:8][C:7]=3[CH:6]=[N:5][C:4]=2[NH:3][N:2]=1.[OH-].[Na+]. Product: [CH:1]1[C:13]2[C:12]3[CH2:11][CH2:10][N:9]([C:14]([NH:16][C:17]4[CH:18]=[C:19]([CH:25]=[CH:26][CH:27]=4)[C:20]([OH:22])=[O:21])=[O:15])[CH2:8][C:7]=3[CH:6]=[N:5][C:4]=2[NH:3][N:2]=1. The catalyst class is: 5. (2) Reactant: [CH3:1][C:2]([CH3:21])([CH3:20])[CH2:3][C:4]1[O:5][C:6]2[CH:12]=[CH:11][C:10]([CH:13]=[CH:14][C:15]([O:17][CH2:18][CH3:19])=[O:16])=[CH:9][C:7]=2[N:8]=1. Product: [CH3:1][C:2]([CH3:20])([CH3:21])[CH2:3][C:4]1[O:5][C:6]2[CH:12]=[CH:11][C:10]([CH2:13][CH2:14][C:15]([O:17][CH2:18][CH3:19])=[O:16])=[CH:9][C:7]=2[N:8]=1. The catalyst class is: 29. (3) Product: [CH3:1][O:2][C:3]1[CH:4]=[C:5]2[C:10](=[CH:11][C:12]=1[O:13][CH3:14])[N:9]=[CH:8][CH:7]=[C:6]2[O:15][C:16]1[CH:22]=[CH:21][C:19]([NH:20][C:41](=[O:47])[O:42][CH2:43][CH2:54][O:53][C:52]2[CH:57]=[CH:58][CH:59]=[C:50]([F:49])[CH:51]=2)=[CH:18][CH:17]=1. Reactant: [CH3:1][O:2][C:3]1[CH:4]=[C:5]2[C:10](=[CH:11][C:12]=1[O:13][CH3:14])[N:9]=[CH:8][CH:7]=[C:6]2[O:15][C:16]1[CH:22]=[CH:21][C:19]([NH2:20])=[CH:18][CH:17]=1.C1(C)C=CC=CC=1.C(N(CC)CC)C.ClC(Cl)(O[C:41](=[O:47])[O:42][C:43](Cl)(Cl)Cl)Cl.[F:49][C:50]1[CH:51]=[C:52]([CH:57]=[CH:58][CH:59]=1)[O:53][CH2:54]CO. The catalyst class is: 2. (4) Reactant: [CH3:1][O:2][C:3]1[CH:4]=[CH:5][C:6]([NH:11][C:12]2[C:13]3[N:14]([CH:27]=[CH:28][N:29]=3)[N:15]=[C:16]([C:18]3[CH:19]=[C:20]([CH:24]=[CH:25][CH:26]=3)[C:21]([OH:23])=O)[CH:17]=2)=[N:7][C:8]=1[O:9][CH3:10].[NH2:30][C:31]1[CH:32]=[C:33]2[C:37](=[CH:38][CH:39]=1)[NH:36][C:35](=[O:40])[CH2:34]2.CN1C=CN=C1.CCN=C=NCCCN(C)C.[ClH:58]. Product: [ClH:58].[CH3:1][O:2][C:3]1[CH:4]=[CH:5][C:6]([NH:11][C:12]2[C:13]3[N:14]([CH:27]=[CH:28][N:29]=3)[N:15]=[C:16]([C:18]3[CH:19]=[C:20]([CH:24]=[CH:25][CH:26]=3)[C:21]([NH:30][C:31]3[CH:32]=[C:33]4[C:37](=[CH:38][CH:39]=3)[NH:36][C:35](=[O:40])[CH2:34]4)=[O:23])[CH:17]=2)=[N:7][C:8]=1[O:9][CH3:10]. The catalyst class is: 384. (5) Reactant: [NH2:1][CH2:2][C:3]([C:6]1[CH:11]=[CH:10][C:9]([NH:12][C:13](=[O:24])[C:14]2[CH:19]=[CH:18][C:17]([O:20][CH3:21])=[C:16]([O:22][CH3:23])[CH:15]=2)=[CH:8][CH:7]=1)([CH3:5])[CH3:4].[F:25][C:26]([F:37])([F:36])[C:27](O[C:27](=[O:28])[C:26]([F:37])([F:36])[F:25])=[O:28]. Product: [CH3:4][C:3]([C:6]1[CH:7]=[CH:8][C:9]([NH:12][C:13](=[O:24])[C:14]2[CH:19]=[CH:18][C:17]([O:20][CH3:21])=[C:16]([O:22][CH3:23])[CH:15]=2)=[CH:10][CH:11]=1)([CH3:5])[CH2:2][NH:1][C:27](=[O:28])[C:26]([F:37])([F:36])[F:25]. The catalyst class is: 2. (6) Reactant: C(O[C:6](=[O:37])[NH:7][C:8]1([C:13](=[O:36])[NH:14][C:15]2[CH:20]=[CH:19][C:18]([C:21]3[CH:26]=[CH:25][CH:24]=[CH:23][C:22]=3[S:27](=[O:34])(=[O:33])[NH:28][C:29]([CH3:32])([CH3:31])[CH3:30])=[CH:17][C:16]=2[F:35])[CH2:12][CH:11]=[CH:10][CH2:9]1)(C)(C)C.C(O)(C(F)(F)F)=O.C(N(CC)CC)C.[Cl:52][C:53]1[CH:58]=[CH:57][C:56]([N:59]=C=O)=[CH:55][CH:54]=1. Product: [C:29]([NH:28][S:27]([C:22]1[CH:23]=[CH:24][CH:25]=[CH:26][C:21]=1[C:18]1[CH:19]=[CH:20][C:15]([NH:14][C:13]([C:8]2([NH:7][C:6]([NH:59][C:56]3[CH:57]=[CH:58][C:53]([Cl:52])=[CH:54][CH:55]=3)=[O:37])[CH2:12][CH:11]=[CH:10][CH2:9]2)=[O:36])=[C:16]([F:35])[CH:17]=1)(=[O:34])=[O:33])([CH3:32])([CH3:31])[CH3:30]. The catalyst class is: 2. (7) Reactant: [CH3:1][C:2]([CH3:7])([CH3:6])[CH2:3][CH:4]=O.Cl.[CH3:9][C:10]([CH3:14])=[CH:11][CH2:12][NH2:13].C(N(CC)CC)C.[C:22]([S-:24])#[N:23].[K+].II. Product: [C:2]([C:3]1[S:24][C:22](=[NH:23])[N:13]([CH2:12][CH:11]=[C:10]([CH3:14])[CH3:9])[CH:4]=1)([CH3:7])([CH3:6])[CH3:1]. The catalyst class is: 23.